Dataset: Experimentally validated miRNA-target interactions with 360,000+ pairs, plus equal number of negative samples. Task: Binary Classification. Given a miRNA mature sequence and a target amino acid sequence, predict their likelihood of interaction. (1) The miRNA is mmu-miR-3082-5p with sequence GACAGAGUGUGUGUGUCUGUGU. The protein sequence of the target gene is MSGASVKVAVRVRPFNSRETSKESKCIIQMQGNSTSIINPKNPKEAPKSFSFDYSYWSHTSPEDPCFASQNRVYNDIGKEMLLHAFEGYNVCIFAYGQTGAGKSYTMMGKQEESQAGIIPQLCEELFEKINDNCNEEMSYSVEVSYMEIYCERVRDLLNPKNKGNLRVREHPLLGPYVEDLSKLAVTSYTDIADLMDAGNKARTVAATNMNETSSRSHAVFTIVFTQKKQDPETNLSTEKVSKISLVDLAGSERADSTGAKGTRLKEGANINKSLTTLGKVISALAEVDNCTSKSKKKKK.... Result: 1 (interaction). (2) The miRNA is mmu-miR-3473a with sequence UGGAGAGAUGGCUCAGCA. The protein sequence of the target gene is MHFRDFNYNFSSLIACVANGDVFSESETRAKFESLFRTYDKDITFQYFKSFKRVRINFSNPLSAADARLQLHKTEFLGKEMKLYFAQTLHIGSSHLAPPNPDKQFLISPPASPPVGWKQVEDATPVINYDLLYAISKLGPGEKYELHAATDTTPSVVVHVCESDQEEEEEEEEEMERMKRPKPKIIQTRRPEYTPIHLS. Result: 0 (no interaction). (3) The miRNA is mmu-miR-449c-5p with sequence AGGCAGUGCAUUGCUAGCUGG. The protein sequence of the target gene is MGALARALPSILLALLLTSTPEALGANPGLVARITDKGLQYAAQEGLLALQSELLRITLPDFTGDLRIPHVGRGRYEFHSLNIHSCELLHSALRPVPGQGLSLSISDSSIRVQGRWKVRKSFFKLQGSFDVSVKGISISVNLLLGSESSGRPTVTASSCSSDIADVEVDMSGDLGWLLNLFHNQIESKFQKVLESRICEMIQKSVSSDLQPYLQTLPVTTEIDSFADIDYSLVEAPRATAQMLEVMFKGEIFHRNHRSPVTLLAAVMSLPEEHNKMVYFAISDYVFNTASLVYHEEGYLN.... Result: 0 (no interaction). (4) The miRNA is hsa-miR-3942-5p with sequence AAGCAAUACUGUUACCUGAAAU. The protein sequence of the target gene is MADKEAAFDDAVEERVINEEYKIWKKNTPFLYDLVMTHALEWPSLTAQWLPDVTRPEGKDFSIHRLVLGTHTSDEQNHLVIASVQLPNDDAQFDASHYDSEKGEFGGFGSVSGKIEIEIKINHEGEVNRARYMPQNPCIIATKTPSSDVLVFDYTKHPSKPDPSGECNPDLRLRGHQKEGYGLSWNPNLSGHLLSASDDHTICLWDISAVPKEGKVVDAKTIFTGHTAVVEDVSWHLLHESLFGSVADDQKLMIWDTRSNNTSKPSHSVDAHTAEVNCLSFNPYSEFILATGSADKTVAL.... Result: 1 (interaction). (5) The miRNA is hsa-miR-6821-5p with sequence GUGCGUGGUGGCUCGAGGCGGGG. The protein sequence of the target gene is MRRISLTSSPVRLLLFLLLLLIALEIMVGGHSLCFNFTIKSLSRPGQPWCEAQVFLNKNLFLQYNSDNNMVKPLGLLGKKVYATSTWGELTQTLGEVGRDLRMLLCDIKPQIKTSDPSTLQVEMFCQREAERCTGASWQFATNGEKSLLFDAMNMTWTVINHEASKIKETWKKDRGLEKYFRKLSKGDCDHWLREFLGHWEAMPEPTVSPVNASDIHWSSSSLPDRWIILGAFILLVLMGIVLICVWWQNGEWQAGLWPLRTS. Result: 1 (interaction). (6) The miRNA is mmu-miR-1898 with sequence AGGUCAAGGUUCACAGGGGAUC. The protein sequence of the target gene is MEQKEGKLSEDGTTVSPAADNPEMSGGGAPAEETKGTAGKAINEGPPTESGKQEKAPAEDGMSAELQGEANGLDEVKVESQREAGGKEDAEAELKKEDGEKEETTVGSQEMTGRKEETKSEPKEAEEKESTLASEKQKAEEKEAKPESGQKADANDRDKPEPKATVEEEDAKTASQEETGQRKECSTEPKEKATDEEAKAESQKAVVEDEAKAEPKEPDGKEEAKHGAKEEADAKEEAEDAEEAEPGSPSEEQEQDVEKEPEGGAGVIPSSPEEWPESPTGEGHNLSTDGLGPDCVASGQ.... Result: 0 (no interaction). (7) The miRNA is hsa-miR-1289 with sequence UGGAGUCCAGGAAUCUGCAUUUU. The protein sequence of the target gene is MAVPGSFPLLVEGSWGPDPPKNLNTKLQMYFQSPKRSGGGECEVRQDPRSPSRFLVFFYPEDVRQKVLERKNHELVWQGKGTFKLTVQLPATPDEIDHVFEEELLTKESKTKEDVKEPDVSEELDTKLPLDGGLDKMEDIPEECENISSLVAFENLKANVTDIMLILLVENISGLSNDDFQVEIIRDFDVAVVTFQKHIDTIRFVDDCTKHHSIKQLQLSPRLLEVTNTIRVENLPPGADDYSLKLFFENPYNGGGRVANVEYFPEESSALIEFFDRKVLDTIMATKLDFNKMPLSVFPY.... Result: 0 (no interaction). (8) The miRNA is rno-miR-335 with sequence UCAAGAGCAAUAACGAAAAAUGU. The protein sequence of the target gene is MSWHPQYRSSKFRHVYGKPASKENCYDSVPITRSVHDNHFCAVNPHFIAVVTECAGGGAFLVIPLHQTGKLDPHYPKVCGHRGNVLDIKWNPFNDFEIASCSEDATIKIWNIPKQLLTRNLTTYRKELIGHARRVGLVEWHPTTANILFSAGYDYKVMVWNLDTKDSVIAGPVKTINCHQDVILSMSFNTNGSLLATTCKDRKIRIVDPRLGIVLQEASYKGHRANKVLFLGSLKKLLSTGTSRWNNRQMALWDQENLSVPLTEEDLDGSSGVLFPFFDSDTSMLYIVGKGDGNIRYYEV.... Result: 0 (no interaction). (9) The miRNA is hsa-miR-519d-5p with sequence CCUCCAAAGGGAAGCGCUUUCUGUU. The protein sequence of the target gene is MTSQSSVISNSCVTMERLSHMMERKAWCSQESALSEEEEDTTRPLETVTFKDVAVDLTQEEWEQMKPAQRNLYRDVMLENYSNLVTVGCQVTKPDVIFKLEQEEEPWVMEEEMFGRHCPEVWEVDEQIKKQQETLVRKVTSISKKILIKEKVIECKKVAKIFPLSSDIVTSRQSFYDCDSLDKGLEHNLDLLRYEKGCVREKQSNEFGKPFYHCASYVVTPFKCNQCGQDFSHKFDLIRHERIHAGEKPYECKECGKAFSRKENLITHQKIHTGEKPYKCNECGKAFIQMSNLIRHHRIH.... Result: 0 (no interaction).